Dataset: Reaction yield outcomes from USPTO patents with 853,638 reactions. Task: Predict the reaction yield, written as a fraction of the theoretical maximum amount of product (1.0 means a 100% yield; for example, 0.34 means a 34% yield). (1) The reactants are [CH2:1]([N:8]1[CH:12]=[C:11]([CH2:13][CH2:14][C:15]([O:17][CH2:18][CH3:19])=[O:16])[C:10]([OH:20])=[N:9]1)[C:2]1[CH:7]=[CH:6][CH:5]=[CH:4][CH:3]=1.Cl[CH2:22][C:23]1[CH:24]=[CH:25][C:26]([O:29][CH2:30][C:31]2[N:32]=[C:33]([C:37]3[CH:42]=[CH:41][CH:40]=[CH:39][CH:38]=3)[O:34][C:35]=2[CH3:36])=[N:27][CH:28]=1.C(=O)([O-])[O-].[K+].[K+].CN(C)C=O. The catalyst is O. The product is [CH2:1]([N:8]1[CH:12]=[C:11]([CH2:13][CH2:14][C:15]([O:17][CH2:18][CH3:19])=[O:16])[C:10]([O:20][CH2:22][C:23]2[CH:28]=[N:27][C:26]([O:29][CH2:30][C:31]3[N:32]=[C:33]([C:37]4[CH:42]=[CH:41][CH:40]=[CH:39][CH:38]=4)[O:34][C:35]=3[CH3:36])=[CH:25][CH:24]=2)=[N:9]1)[C:2]1[CH:3]=[CH:4][CH:5]=[CH:6][CH:7]=1. The yield is 0.910. (2) The reactants are [CH3:1][O:2][C:3]1[CH:18]=[CH:17][C:6]([CH2:7][N:8]2[CH2:14][CH:13]3[C:15](=[O:16])[CH:10]([CH2:11][CH2:12]3)[CH2:9]2)=[CH:5][CH:4]=1.[CH3:19][O:20][C:21]1[CH:22]=[C:23]([Mg]Br)[CH:24]=[CH:25][CH:26]=1. The catalyst is C1COCC1. The product is [CH3:1][O:2][C:3]1[CH:4]=[CH:5][C:6]([CH2:7][N:8]2[CH2:9][CH:10]3[C:15]([C:25]4[CH:24]=[CH:23][CH:22]=[C:21]([O:20][CH3:19])[CH:26]=4)([OH:16])[CH:13]([CH2:12][CH2:11]3)[CH2:14]2)=[CH:17][CH:18]=1. The yield is 1.00. (3) The reactants are Cl[C:2]1[C:11]2[C:6](=[CH:7][C:8]([C:12]3[C:13]([CH3:18])=[N:14][O:15][C:16]=3[CH3:17])=[CH:9][CH:10]=2)[N:5]=[CH:4][C:3]=1[C:19]([NH2:21])=[O:20].[NH2:22][C:23]1[CH:24]=[C:25]([CH:29]=[C:30]([B:32]([OH:34])[OH:33])[CH:31]=1)[C:26]([OH:28])=[O:27]. The catalyst is C(O)(=O)C. The product is [NH2:21][C:19]([C:3]1[CH:4]=[N:5][C:6]2[C:11]([C:2]=1[NH:22][C:23]1[CH:24]=[C:25]([CH:29]=[C:30]([B:32]([OH:34])[OH:33])[CH:31]=1)[C:26]([OH:28])=[O:27])=[CH:10][CH:9]=[C:8]([C:12]1[C:13]([CH3:18])=[N:14][O:15][C:16]=1[CH3:17])[CH:7]=2)=[O:20]. The yield is 0.609. (4) The yield is 0.519. The catalyst is C1COCC1. The reactants are C(=O)=[O:2].CC(C)=O.C[Si]([N-][Si](C)(C)C)(C)C.[K+].[Cl:18][C:19]1[N:24]2[N:25]=[C:26]([C:29]3[CH:34]=[CH:33][CH:32]=[C:31]([Cl:35])[CH:30]=3)[C:27]([CH3:28])=[C:23]2[N:22]=[C:21]([CH3:36])[C:20]=1[CH2:37][C:38]([O:40][CH2:41][CH3:42])=[O:39].C1(C2ON2S(C2C=CC=CC=2)(=O)=O)C=CC=CC=1. The product is [Cl:18][C:19]1[N:24]2[N:25]=[C:26]([C:29]3[CH:34]=[CH:33][CH:32]=[C:31]([Cl:35])[CH:30]=3)[C:27]([CH3:28])=[C:23]2[N:22]=[C:21]([CH3:36])[C:20]=1[CH:37]([OH:2])[C:38]([O:40][CH2:41][CH3:42])=[O:39]. (5) The reactants are [CH3:1][N:2]([CH:12]1[CH:17]([CH3:18])[CH2:16][CH2:15][NH:14][CH2:13]1)[C:3]1[C:4]2[CH:11]=[CH:10][NH:9][C:5]=2[N:6]=[CH:7][N:8]=1.[C:19](Cl)(=[O:21])[CH3:20]. The catalyst is ClCCl.N1C=CC=CC=1. The product is [CH3:18][CH:17]1[CH2:16][CH2:15][N:14]([C:19](=[O:21])[CH3:20])[CH2:13][CH:12]1[N:2]([CH3:1])[C:3]1[C:4]2[CH:11]=[CH:10][NH:9][C:5]=2[N:6]=[CH:7][N:8]=1. The yield is 0.150. (6) The reactants are C([O:3][C:4](=[O:46])[CH2:5][N:6]([S:33]([N:36]([CH2:44][CH3:45])[C:37]1[CH:38]=[C:39]([CH3:43])[CH:40]=[CH:41][CH:42]=1)(=[O:35])=[O:34])[CH2:7][C:8]1[CH:13]=[CH:12][CH:11]=[C:10]([O:14][CH2:15][CH2:16][C:17]2[N:18]=[C:19]([C:23]3[CH:28]=[CH:27][C:26]([C:29]([F:32])([F:31])[F:30])=[CH:25][CH:24]=3)[O:20][C:21]=2[CH3:22])[CH:9]=1)C.O.[OH-].[Li+]. No catalyst specified. The product is [CH2:44]([N:36]([S:33]([N:6]([CH2:5][C:4]([OH:46])=[O:3])[CH2:7][C:8]1[CH:13]=[CH:12][CH:11]=[C:10]([O:14][CH2:15][CH2:16][C:17]2[N:18]=[C:19]([C:23]3[CH:24]=[CH:25][C:26]([C:29]([F:32])([F:30])[F:31])=[CH:27][CH:28]=3)[O:20][C:21]=2[CH3:22])[CH:9]=1)(=[O:35])=[O:34])[C:37]1[CH:38]=[C:39]([CH3:43])[CH:40]=[CH:41][CH:42]=1)[CH3:45]. The yield is 0.990. (7) The reactants are [Br:1][C:2]1[CH:7]=[CH:6][C:5]([NH:8][C:9]2[CH:14]=[CH:13][CH:12]=[CH:11][C:10]=2[NH:15][C:16](=O)[C:17]2[CH:22]=[CH:21][CH:20]=[CH:19][CH:18]=2)=[CH:4][CH:3]=1.C1(C)C(C)=CC=CC=1.BrC1C=CC(NC2C=CC=CC=2[N+]([O-])=O)=CC=1.C(OCC)(=O)C. The catalyst is O.ClCCl. The product is [Br:1][C:2]1[CH:7]=[CH:6][C:5]([N:8]2[C:9]3[CH:14]=[CH:13][CH:12]=[CH:11][C:10]=3[N:15]=[C:16]2[C:17]2[CH:22]=[CH:21][CH:20]=[CH:19][CH:18]=2)=[CH:4][CH:3]=1. The yield is 0.520. (8) The product is [CH2:12]([N:8]1[C:9]2[C:4](=[CH:3][C:2]([C:28]3[CH:29]=[N:30][C:25]([NH:24][C:23](=[O:43])[NH:22][CH2:20][CH3:21])=[CH:26][C:27]=3[C:34]3[S:35][CH:36]=[C:37]([C:39]([F:42])([F:40])[F:41])[N:38]=3)=[CH:11][N:10]=2)[C:5](=[O:19])[C:6]([C:14]([O:16][CH2:17][CH3:18])=[O:15])=[CH:7]1)[CH3:13]. The catalyst is O1CCOCC1.O.[Pd].C1(P(C2C=CC=CC=2)C2C=CC=CC=2)C=CC=CC=1.C1(P(C2C=CC=CC=2)C2C=CC=CC=2)C=CC=CC=1.C1(P(C2C=CC=CC=2)C2C=CC=CC=2)C=CC=CC=1.C1(P(C2C=CC=CC=2)C2C=CC=CC=2)C=CC=CC=1. The yield is 0.250. The reactants are Br[C:2]1[CH:3]=[C:4]2[C:9](=[N:10][CH:11]=1)[N:8]([CH2:12][CH3:13])[CH:7]=[C:6]([C:14]([O:16][CH2:17][CH3:18])=[O:15])[C:5]2=[O:19].[CH2:20]([NH:22][C:23](=[O:43])[NH:24][C:25]1[N:30]=[CH:29][C:28](B(O)O)=[C:27]([C:34]2[S:35][CH:36]=[C:37]([C:39]([F:42])([F:41])[F:40])[N:38]=2)[CH:26]=1)[CH3:21].C(=O)([O-])[O-].[Cs+].[Cs+].